Dataset: Peptide-MHC class II binding affinity with 134,281 pairs from IEDB. Task: Regression. Given a peptide amino acid sequence and an MHC pseudo amino acid sequence, predict their binding affinity value. This is MHC class II binding data. The peptide sequence is SQTTANPSCAEGT. The MHC is DRB1_1501 with pseudo-sequence DRB1_1501. The binding affinity (normalized) is 0.